Task: Regression. Given two drug SMILES strings and cell line genomic features, predict the synergy score measuring deviation from expected non-interaction effect.. Dataset: NCI-60 drug combinations with 297,098 pairs across 59 cell lines (1) Drug 1: C1=NC2=C(N1)C(=S)N=C(N2)N. Drug 2: CC1CCCC2(C(O2)CC(NC(=O)CC(C(C(=O)C(C1O)C)(C)C)O)C(=CC3=CSC(=N3)C)C)C. Cell line: UACC-257. Synergy scores: CSS=21.8, Synergy_ZIP=-1.67, Synergy_Bliss=0.964, Synergy_Loewe=0.0372, Synergy_HSA=0.398. (2) Drug 1: CC1CCC2CC(C(=CC=CC=CC(CC(C(=O)C(C(C(=CC(C(=O)CC(OC(=O)C3CCCCN3C(=O)C(=O)C1(O2)O)C(C)CC4CCC(C(C4)OC)O)C)C)O)OC)C)C)C)OC. Drug 2: C1CCC(C(C1)N)N.C(=O)(C(=O)[O-])[O-].[Pt+4]. Cell line: SF-539. Synergy scores: CSS=32.4, Synergy_ZIP=-11.8, Synergy_Bliss=0.917, Synergy_Loewe=1.78, Synergy_HSA=2.32. (3) Drug 1: CCC1=C2CN3C(=CC4=C(C3=O)COC(=O)C4(CC)O)C2=NC5=C1C=C(C=C5)O. Drug 2: CCN(CC)CCCC(C)NC1=C2C=C(C=CC2=NC3=C1C=CC(=C3)Cl)OC. Cell line: CCRF-CEM. Synergy scores: CSS=67.1, Synergy_ZIP=-0.939, Synergy_Bliss=-2.01, Synergy_Loewe=-5.36, Synergy_HSA=-2.08. (4) Drug 2: CN(C)C1=NC(=NC(=N1)N(C)C)N(C)C. Synergy scores: CSS=-5.21, Synergy_ZIP=0.370, Synergy_Bliss=-4.04, Synergy_Loewe=-5.51, Synergy_HSA=-5.26. Cell line: SK-OV-3. Drug 1: CCCS(=O)(=O)NC1=C(C(=C(C=C1)F)C(=O)C2=CNC3=C2C=C(C=N3)C4=CC=C(C=C4)Cl)F. (5) Drug 1: CCCCC(=O)OCC(=O)C1(CC(C2=C(C1)C(=C3C(=C2O)C(=O)C4=C(C3=O)C=CC=C4OC)O)OC5CC(C(C(O5)C)O)NC(=O)C(F)(F)F)O. Drug 2: C1CNP(=O)(OC1)N(CCCl)CCCl. Cell line: KM12. Synergy scores: CSS=63.0, Synergy_ZIP=0.468, Synergy_Bliss=0.675, Synergy_Loewe=-35.8, Synergy_HSA=0.403. (6) Drug 1: CCC1=CC2CC(C3=C(CN(C2)C1)C4=CC=CC=C4N3)(C5=C(C=C6C(=C5)C78CCN9C7C(C=CC9)(C(C(C8N6C)(C(=O)OC)O)OC(=O)C)CC)OC)C(=O)OC.C(C(C(=O)O)O)(C(=O)O)O. Drug 2: C1CN(CCN1C(=O)CCBr)C(=O)CCBr. Cell line: U251. Synergy scores: CSS=34.9, Synergy_ZIP=-6.71, Synergy_Bliss=-2.21, Synergy_Loewe=-13.8, Synergy_HSA=-0.185.